This data is from Reaction yield outcomes from USPTO patents with 853,638 reactions. The task is: Predict the reaction yield, written as a fraction of the theoretical maximum amount of product (1.0 means a 100% yield; for example, 0.34 means a 34% yield). (1) The catalyst is C1(C)C=CC=CC=1. The product is [CH2:16]([C:12]1([CH3:15])[C:11]2[C:6](=[CH:7][CH:8]=[CH:9][CH:10]=2)[C:5]([OH:20])=[C:4]([C:3]2[NH:23][C:24]3[CH:29]=[CH:28][CH:27]=[CH:26][C:25]=3[S:30](=[O:31])(=[O:32])[N:33]=2)[C:13]1=[O:14])[CH2:17][CH2:18][CH3:19]. The reactants are CS[C:3](SC)=[C:4]1[C:13](=[O:14])[C:12]([CH2:16][CH2:17][CH2:18][CH3:19])([CH3:15])[C:11]2[C:6](=[CH:7][CH:8]=[CH:9][CH:10]=2)[C:5]1=[O:20].[NH2:23][C:24]1[CH:29]=[CH:28][CH:27]=[CH:26][C:25]=1[S:30]([NH2:33])(=[O:32])=[O:31]. The yield is 0.860. (2) The reactants are CN(C(ON1N=NC2C=CC=NC1=2)=[N+](C)C)C.F[P-](F)(F)(F)(F)F.C(N(CC)CC)C.[F:32][C:33]1[CH:51]=[C:50]([I:52])[CH:49]=[CH:48][C:34]=1[CH2:35][N:36]1[C:40]2=[CH:41][N:42]=[CH:43][CH:44]=[C:39]2[CH:38]=[C:37]1[C:45]([O-:47])=O.[Na+].Cl.[CH:55]1([CH2:58][O:59][NH2:60])[CH2:57][CH2:56]1. The catalyst is CN(C=O)C.C(OCC)(=O)C. The product is [CH:55]1([CH2:58][O:59][NH:60][C:45]([C:37]2[N:36]([CH2:35][C:34]3[CH:48]=[CH:49][C:50]([I:52])=[CH:51][C:33]=3[F:32])[C:40]3=[CH:41][N:42]=[CH:43][CH:44]=[C:39]3[CH:38]=2)=[O:47])[CH2:57][CH2:56]1. The yield is 0.570. (3) The reactants are C(OC([N:8]1[CH2:13][CH2:12][CH:11]([C:14]2[CH:19]=[CH:18][C:17]([O:20][CH2:21][CH2:22][CH2:23][O:24][CH2:25][C:26]3[CH:31]=[CH:30][CH:29]=[CH:28][C:27]=3[O:32][CH3:33])=[CH:16][CH:15]=2)[C:10](=O)[CH2:9]1)=O)(C)(C)C.Cl.[CH2:36]([O:43][NH2:44])[C:37]1[CH:42]=[CH:41][CH:40]=[CH:39][CH:38]=1. The catalyst is N1C=CC=CC=1. The product is [CH2:36]([O:43][N:44]=[C:10]1[CH:11]([C:14]2[CH:19]=[CH:18][C:17]([O:20][CH2:21][CH2:22][CH2:23][O:24][CH2:25][C:26]3[CH:31]=[CH:30][CH:29]=[CH:28][C:27]=3[O:32][CH3:33])=[CH:16][CH:15]=2)[CH2:12][CH2:13][NH:8][CH2:9]1)[C:37]1[CH:42]=[CH:41][CH:40]=[CH:39][CH:38]=1. The yield is 0.826.